Predict which catalyst facilitates the given reaction. From a dataset of Catalyst prediction with 721,799 reactions and 888 catalyst types from USPTO. (1) Reactant: [CH3:1][O:2][C:3]1[C:12]([CH3:13])=[C:11]2[C:6]([C:7]([O:22][CH:23]3[CH2:40][CH:39]4[N:25]([C:26](=[O:46])[N:27]([CH3:45])[CH2:28][CH2:29][CH2:30][CH2:31][CH:32]=[CH:33][CH:34]5[C:36]([C:42](O)=[O:43])([NH:37][C:38]4=[O:41])[CH2:35]5)[CH2:24]3)=[N:8][C:9]([C:14]3[CH:19]=[CH:18][C:17]([O:20][CH3:21])=[CH:16][CH:15]=3)=[N:10]2)=[CH:5][CH:4]=1.CCN=C=NCCCN(C)C.[CH3:58][C:59]1([S:62]([NH2:65])(=[O:64])=[O:63])[CH2:61][CH2:60]1.C1CCN2C(=NCCC2)CC1.C(O)(=O)CC(CC(O)=O)(C(O)=O)O. The catalyst class is: 2. Product: [CH3:1][O:2][C:3]1[C:12]([CH3:13])=[C:11]2[C:6]([C:7]([O:22][CH:23]3[CH2:40][CH:39]4[N:25]([C:26](=[O:46])[N:27]([CH3:45])[CH2:28][CH2:29][CH2:30][CH2:31][CH:32]=[CH:33][CH:34]5[C:36]([C:42]([NH:65][S:62]([C:59]6([CH3:58])[CH2:61][CH2:60]6)(=[O:64])=[O:63])=[O:43])([NH:37][C:38]4=[O:41])[CH2:35]5)[CH2:24]3)=[N:8][C:9]([C:14]3[CH:15]=[CH:16][C:17]([O:20][CH3:21])=[CH:18][CH:19]=3)=[N:10]2)=[CH:5][CH:4]=1. (2) Reactant: Br[C:2]1[CH:9]=[CH:8][CH:7]=[CH:6][C:3]=1[CH:4]=[O:5].[Cl:10][C:11]1[CH:16]=[CH:15][C:14](B(O)O)=[CH:13][CH:12]=1.C(O)C.COCCOC.C(=O)([O-])[O-].[K+].[K+]. Product: [Cl:10][C:11]1[CH:16]=[CH:15][C:14]([C:2]2[C:3]([CH:4]=[O:5])=[CH:6][CH:7]=[CH:8][CH:9]=2)=[CH:13][CH:12]=1. The catalyst class is: 6. (3) Reactant: [F:1][C:2]1[C:7]([F:8])=[CH:6][CH:5]=[CH:4][C:3]=1[C@@H:9]1[CH2:19][CH:18]=[C:17]([CH2:20][C:21](=[O:38])[N:22]2[CH2:27][CH2:26][CH:25]([N:28]3[C:36]4[C:31](=[N:32][CH:33]=[CH:34][CH:35]=4)[NH:30][C:29]3=[O:37])[CH2:24][CH2:23]2)[C:12]2=[N:13][CH:14]=[CH:15][N:16]=[C:11]2[C@H:10]1[NH:39]C(=O)OC(C)(C)C.FC(F)(F)C(O)=O.CO. Product: [NH2:39][C@@H:10]1[C:11]2[C:12](=[N:13][CH:14]=[CH:15][N:16]=2)[C:17]([CH2:20][C:21]([N:22]2[CH2:23][CH2:24][CH:25]([N:28]3[C:36]4[C:31](=[N:32][CH:33]=[CH:34][CH:35]=4)[NH:30][C:29]3=[O:37])[CH2:26][CH2:27]2)=[O:38])=[CH:18][CH2:19][C@H:9]1[C:3]1[CH:4]=[CH:5][CH:6]=[C:7]([F:8])[C:2]=1[F:1]. The catalyst class is: 2. (4) Reactant: [SH:1][C:2]1[CH:7]=[CH:6][N:5]=[CH:4][CH:3]=1.[F:8][C:9]1[CH:10]=[C:11]([N+:16]([O-:18])=[O:17])[CH:12]=[CH:13][C:14]=1F.C(=O)([O-])[O-].[K+].[K+]. Product: [F:8][C:9]1[CH:10]=[C:11]([N+:16]([O-:18])=[O:17])[CH:12]=[CH:13][C:14]=1[S:1][C:2]1[CH:7]=[CH:6][N:5]=[CH:4][CH:3]=1. The catalyst class is: 248.